From a dataset of Reaction yield outcomes from USPTO patents with 853,638 reactions. Predict the reaction yield, written as a fraction of the theoretical maximum amount of product (1.0 means a 100% yield; for example, 0.34 means a 34% yield). (1) The reactants are [CH3:1][C:2]1([CH3:16])[CH2:14][C:5]2[S:6][C:7]([C:9]([O:11]CC)=[O:10])=[CH:8][C:4]=2[C:3]1=[O:15].C(O)C.[OH-].[Li+]. The catalyst is O. The product is [CH3:1][C:2]1([CH3:16])[CH2:14][C:5]2[S:6][C:7]([C:9]([OH:11])=[O:10])=[CH:8][C:4]=2[C:3]1=[O:15]. The yield is 1.00. (2) The reactants are [F:1][C:2]([F:17])([F:16])[CH2:3][CH2:4][CH2:5][O:6][C:7]1[CH:15]=[CH:14][C:10]([C:11]([OH:13])=[O:12])=[CH:9][CH:8]=1.Cl.CN(C)CCCN=C=NCC.[N+:30]([C:33]1[CH:34]=[C:35]([CH:57]=[C:58]([N+:60]([O-:62])=[O:61])[CH:59]=1)[C:36]([O:38][CH2:39][CH2:40][CH2:41][CH2:42][CH2:43][CH2:44][O:45][C:46](=[O:56])/[CH:47]=[CH:48]/[C:49]1[CH:54]=[CH:53][C:52](O)=[CH:51][CH:50]=1)=[O:37])([O-:32])=[O:31]. The catalyst is ClCCl.CN(C)C1C=CN=CC=1. The product is [N+:30]([C:33]1[CH:34]=[C:35]([CH:57]=[C:58]([N+:60]([O-:62])=[O:61])[CH:59]=1)[C:36]([O:38][CH2:39][CH2:40][CH2:41][CH2:42][CH2:43][CH2:44][O:45][C:46](=[O:56])/[CH:47]=[CH:48]/[C:49]1[CH:50]=[CH:51][C:52]([O:12][C:11](=[O:13])[C:10]2[CH:14]=[CH:15][C:7]([O:6][CH2:5][CH2:4][CH2:3][C:2]([F:16])([F:17])[F:1])=[CH:8][CH:9]=2)=[CH:53][CH:54]=1)=[O:37])([O-:32])=[O:31]. The yield is 0.790.